From a dataset of Forward reaction prediction with 1.9M reactions from USPTO patents (1976-2016). Predict the product of the given reaction. (1) Given the reactants O[C:2]1[C:11]2[C:6](=[C:7]([S:15][CH3:16])[CH:8]=[C:9]([N+:12]([O-:14])=[O:13])[CH:10]=2)[N:5]=[CH:4][C:3]=1[C:17]#[N:18].O=P(Cl)(Cl)[Cl:21], predict the reaction product. The product is: [Cl:21][C:2]1[C:11]2[C:6](=[C:7]([S:15][CH3:16])[CH:8]=[C:9]([N+:12]([O-:14])=[O:13])[CH:10]=2)[N:5]=[CH:4][C:3]=1[C:17]#[N:18]. (2) Given the reactants [CH3:1][C:2](O)([CH3:14])[CH2:3][C:4]1[CH:13]=[CH:12][C:11]2[C:6](=[CH:7][CH:8]=[CH:9][CH:10]=2)[CH:5]=1.[C:16](#[N:18])[CH3:17].S(=O)(=O)(O)[OH:20].[OH-].[Na+], predict the reaction product. The product is: [CH3:1][C:2]([NH:18][C:16](=[O:20])[CH3:17])([CH3:14])[CH2:3][C:4]1[CH:13]=[CH:12][C:11]2[C:6](=[CH:7][CH:8]=[CH:9][CH:10]=2)[CH:5]=1. (3) Given the reactants [NH2:1][C:2]1[N:10]=[C:9]([O:11][C@@H:12]([CH3:16])[CH2:13][CH2:14][CH3:15])[N:8]=[C:7]2[C:3]=1[NH:4][C:5](=[O:28])[N:6]2[CH2:17][CH2:18][CH2:19][CH2:20][CH2:21][N:22]1[CH2:27][CH2:26][CH2:25][CH2:24][CH2:23]1.[C:29]([OH:36])(=[O:35])/[CH:30]=[CH:31]\[C:32]([OH:34])=[O:33], predict the reaction product. The product is: [C:29]([OH:36])(=[O:35])/[CH:30]=[CH:31]\[C:32]([OH:34])=[O:33].[NH2:1][C:2]1[N:10]=[C:9]([O:11][C@@H:12]([CH3:16])[CH2:13][CH2:14][CH3:15])[N:8]=[C:7]2[C:3]=1[NH:4][C:5](=[O:28])[N:6]2[CH2:17][CH2:18][CH2:19][CH2:20][CH2:21][N:22]1[CH2:23][CH2:24][CH2:25][CH2:26][CH2:27]1. (4) Given the reactants [C:1]([O:5][C:6](=[O:58])[CH2:7][N:8]1[CH:12]=[CH:11][N:10]=[C:9]1[CH2:13][N:14]([CH2:44][C:45]1[N:46]([CH2:50][C:51](=[O:57])[O:52][C:53]([CH3:56])([CH3:55])[CH3:54])[CH:47]=[CH:48][N:49]=1)[CH2:15][CH2:16][CH2:17][CH2:18][C@H:19]([NH:27][C:28](=[O:43])[NH:29][C@H:30]([C:36]([O:38][C:39]([CH3:42])([CH3:41])[CH3:40])=[O:37])[CH2:31][CH2:32][C:33](O)=[O:34])[C:20]([O:22][C:23]([CH3:26])([CH3:25])[CH3:24])=[O:21])([CH3:4])([CH3:3])[CH3:2].[NH2:59][CH2:60][CH2:61][C:62]1[CH:67]=[CH:66][C:65]([S:68]([NH2:71])(=[O:70])=[O:69])=[CH:64][CH:63]=1.CCN(C(C)C)C(C)C, predict the reaction product. The product is: [C:53]([O:52][C:51](=[O:57])[CH2:50][N:46]1[CH:47]=[CH:48][N:49]=[C:45]1[CH2:44][N:14]([CH2:13][C:9]1[N:8]([CH2:7][C:6](=[O:58])[O:5][C:1]([CH3:4])([CH3:3])[CH3:2])[CH:12]=[CH:11][N:10]=1)[CH2:15][CH2:16][CH2:17][CH2:18][C@H:19]([NH:27][C:28]([NH:29][C@@H:30]([CH2:31][CH2:32][C:33](=[O:34])[NH:59][CH2:60][CH2:61][C:62]1[CH:63]=[CH:64][C:65]([S:68](=[O:69])(=[O:70])[NH2:71])=[CH:66][CH:67]=1)[C:36]([O:38][C:39]([CH3:40])([CH3:41])[CH3:42])=[O:37])=[O:43])[C:20]([O:22][C:23]([CH3:26])([CH3:25])[CH3:24])=[O:21])([CH3:54])([CH3:55])[CH3:56]. (5) Given the reactants C[O:2][C:3]([C:5]1([N:13]([CH3:26])[C:14](=[O:25])[CH2:15][C:16]2[C:21]([CH3:22])=[CH:20][C:19]([CH3:23])=[CH:18][C:17]=2[CH3:24])[CH2:10][CH2:9][N:8]([O:11][CH3:12])[CH2:7][CH2:6]1)=O.C[O-].[Na+].[Cl-].[NH4+].Cl, predict the reaction product. The product is: [OH:2][C:3]1[C:5]2([CH2:10][CH2:9][N:8]([O:11][CH3:12])[CH2:7][CH2:6]2)[N:13]([CH3:26])[C:14](=[O:25])[C:15]=1[C:16]1[C:21]([CH3:22])=[CH:20][C:19]([CH3:23])=[CH:18][C:17]=1[CH3:24].